Dataset: Forward reaction prediction with 1.9M reactions from USPTO patents (1976-2016). Task: Predict the product of the given reaction. (1) Given the reactants CO.[O:3]1[C:8]2[CH:9]=[CH:10][C:11]([CH2:13][N:14]([CH:22]3[CH2:27][CH2:26][N:25]([CH2:28][CH2:29][N:30]4[C:39]5[C:34](=[C:35]([O:40][CH3:41])[CH:36]=[CH:37][CH:38]=5)[CH:33]=[CH:32][C:31]4=[O:42])[CH2:24][CH2:23]3)C(=O)OC(C)(C)C)=[CH:12][C:7]=2[O:6][CH2:5][CH2:4]1.[ClH:43].C(OCC)(=O)C, predict the reaction product. The product is: [ClH:43].[O:3]1[C:8]2[CH:9]=[CH:10][C:11]([CH2:13][NH:14][CH:22]3[CH2:27][CH2:26][N:25]([CH2:28][CH2:29][N:30]4[C:39]5[C:34](=[C:35]([O:40][CH3:41])[CH:36]=[CH:37][CH:38]=5)[CH:33]=[CH:32][C:31]4=[O:42])[CH2:24][CH2:23]3)=[CH:12][C:7]=2[O:6][CH2:5][CH2:4]1. (2) Given the reactants [Br:1][C:2]1[NH:10][C:9]2[C:8](=[O:11])[NH:7][C:6](=[O:12])[N:5]([CH3:13])[C:4]=2[N:3]=1.[CH2:14](Br)[C:15]1[CH:20]=[CH:19][CH:18]=[CH:17][CH:16]=1, predict the reaction product. The product is: [CH2:14]([N:10]1[C:9]2[C:8](=[O:11])[NH:7][C:6](=[O:12])[N:5]([CH3:13])[C:4]=2[N:3]=[C:2]1[Br:1])[C:15]1[CH:20]=[CH:19][CH:18]=[CH:17][CH:16]=1.